Dataset: Reaction yield outcomes from USPTO patents with 853,638 reactions. Task: Predict the reaction yield, written as a fraction of the theoretical maximum amount of product (1.0 means a 100% yield; for example, 0.34 means a 34% yield). (1) The reactants are [OH:1][C:2]1[C:7]([C:8]([F:11])([F:10])[F:9])=[CH:6][CH:5]=[CH:4][N:3]=1.Br[CH2:13][C:14]([O:16][CH2:17][CH3:18])=[O:15].C(=O)([O-])[O-].[K+].[K+].CCCCCCC. The catalyst is C(OCC)(=O)C. The product is [CH2:17]([O:16][C:14](=[O:15])[CH2:13][O:1][C:2]1[C:7]([C:8]([F:9])([F:11])[F:10])=[CH:6][CH:5]=[CH:4][N:3]=1)[CH3:18]. The yield is 0.0200. (2) The reactants are [CH3:1][N:2]1[CH:6]=[CH:5][N:4]=[C:3]1[CH2:7]O.O=S(Cl)[Cl:11]. The product is [ClH:11].[Cl:11][CH2:7][C:3]1[N:2]([CH3:1])[CH:6]=[CH:5][N:4]=1. No catalyst specified. The yield is 0.690. (3) The reactants are [OH:1][C:2]1[CH:12]=[CH:11][CH:10]=[C:9]([CH3:13])[C:3]=1[C:4]([O:6]CC)=[O:5].[OH-].[Na+]. The catalyst is CO. The product is [OH:1][C:2]1[CH:12]=[CH:11][CH:10]=[C:9]([CH3:13])[C:3]=1[C:4]([OH:6])=[O:5]. The yield is 0.940. (4) The reactants are Cl.[NH2:2][C@@H:3]([CH2:8][OH:9])[C:4]([O:6][CH3:7])=[O:5].C(N(CC)CC)C.O=[CH:18][CH2:19][CH:20]1[CH2:25][CH2:24][N:23]([C:26]([O:28][C:29]([CH3:32])([CH3:31])[CH3:30])=[O:27])[CH2:22][CH2:21]1.CO. The catalyst is ClCCl.[O-]S([O-])(=O)=O.[Mg+2].C(OCC)(=O)C. The product is [OH:9][CH2:8][C@H:3]([NH:2][CH2:18][CH2:19][CH:20]1[CH2:21][CH2:22][N:23]([C:26]([O:28][C:29]([CH3:30])([CH3:32])[CH3:31])=[O:27])[CH2:24][CH2:25]1)[C:4]([O:6][CH3:7])=[O:5]. The yield is 0.670. (5) The reactants are C(NC(C)C)(C)C.[Li].Cl[Si](C)(C)C.[CH3:14][C:15]1([CH3:22])[C:20](=[O:21])[CH2:19][CH2:18][O:17][CH2:16]1.C(N(CC)CC)C.[Br:30]N1C(=O)CCC1=O. The catalyst is C1COCC1. The product is [Br:30][CH:19]1[CH2:18][O:17][CH2:16][C:15]([CH3:22])([CH3:14])[C:20]1=[O:21]. The yield is 0.180.